Dataset: Forward reaction prediction with 1.9M reactions from USPTO patents (1976-2016). Task: Predict the product of the given reaction. (1) Given the reactants C(O[C:4]([C:6]1[NH:7][N:8]=[C:9]([CH:11]([O:13][C:14]2[CH:19]=[CH:18][CH:17]=[CH:16][CH:15]=2)[CH3:12])[CH:10]=1)=[O:5])C.C(O[C:23]([C:25]1[N:26](CC(NC(OC(C)(C)C)=O)C)N=C(COC2C=CC=CC=2)C=1)=O)C.O(CC1C=C2C(=O)NCCN2N=1)C1C=CC=CC=1, predict the reaction product. The product is: [O:13]([CH:11]([C:9]1[CH:10]=[C:6]2[C:4](=[O:5])[NH:26][CH2:25][CH2:23][N:7]2[N:8]=1)[CH3:12])[C:14]1[CH:15]=[CH:16][CH:17]=[CH:18][CH:19]=1. (2) Given the reactants [NH2:1][C:2]1[S:3][CH:4]=[CH:5][N:6]=1.N1C=CC=CC=1.[N+:13]([C:16]1[CH:24]=[CH:23][C:19]([C:20](Cl)=[O:21])=[CH:18][CH:17]=1)([O-:15])=[O:14], predict the reaction product. The product is: [N+:13]([C:16]1[CH:17]=[CH:18][C:19]([C:20]([NH:1][C:2]2[S:3][CH:4]=[CH:5][N:6]=2)=[O:21])=[CH:23][CH:24]=1)([O-:15])=[O:14].